Task: Predict the reactants needed to synthesize the given product.. Dataset: Retrosynthesis with 50K atom-mapped reactions and 10 reaction types from USPTO (1) Given the product C[C@@H](CO)Oc1cc(Oc2ccc(C(=O)N3CCC3)cc2F)cc(C(=O)Nc2nccs2)c1, predict the reactants needed to synthesize it. The reactants are: C[C@@H](CO[Si](C)(C)C(C)(C)C)Oc1cc(Oc2ccc(C(=O)N3CCC3)cc2F)cc(C(=O)Nc2nccs2)c1. (2) Given the product CCOC(=O)c1nn[nH]c1C(=O)c1ccc(OC)c(OC)c1, predict the reactants needed to synthesize it. The reactants are: CCOC(=O)c1nnn(Cc2ccc(OC)cc2)c1C(=O)c1ccc(OC)c(OC)c1. (3) Given the product COc1cc(OC)cc(N2CCN(C(=O)c3sc(N)nc3-c3ccccc3)CC2)c1, predict the reactants needed to synthesize it. The reactants are: COc1cc(OC)cc(N2CCNCC2)c1.Nc1nc(-c2ccccc2)c(C(=O)O)s1. (4) Given the product CCCCCCCC(O)=C1C(=O)OC(C)(C)OC1=O, predict the reactants needed to synthesize it. The reactants are: CC1(C)OC(=O)CC(=O)O1.CCCCCCCC(=O)O.